Binary Classification. Given a T-cell receptor sequence (or CDR3 region) and an epitope sequence, predict whether binding occurs between them. From a dataset of TCR-epitope binding with 47,182 pairs between 192 epitopes and 23,139 TCRs. (1) The epitope is LLALHRSYL. The TCR CDR3 sequence is CASSLALRGGDQETQYF. Result: 0 (the TCR does not bind to the epitope). (2) The epitope is TPRVTGGGAM. The TCR CDR3 sequence is CASSLGAGNYGYTF. Result: 1 (the TCR binds to the epitope).